This data is from Full USPTO retrosynthesis dataset with 1.9M reactions from patents (1976-2016). The task is: Predict the reactants needed to synthesize the given product. (1) Given the product [N:11]([CH2:2][C:3]1[CH:10]=[CH:9][CH:8]=[CH:7][C:4]=1[C:5]#[N:6])=[N+:12]=[N-:13], predict the reactants needed to synthesize it. The reactants are: Br[CH2:2][C:3]1[CH:10]=[CH:9][CH:8]=[CH:7][C:4]=1[C:5]#[N:6].[N-:11]=[N+:12]=[N-:13].[Na+].C(OCC)(=O)C. (2) Given the product [C:8]([O:12][C:13](=[O:41])[NH:14][C@@H:15]([CH2:16][N:17]1[CH2:22][C:21](=[O:23])[N:20]([C:24]2[CH:29]=[CH:28][CH:27]=[CH:26][C:25]=2[CH3:30])[CH2:19][C:18]1([CH3:31])[CH3:32])[C@@H:33]([OH:34])[CH2:37][C@H:36]([C:35](=[O:40])[NH:45][CH2:44][C:43]([CH3:47])([CH3:46])[CH3:42])[CH2:38][CH3:39])([CH3:11])([CH3:10])[CH3:9], predict the reactants needed to synthesize it. The reactants are: OC1C=CC=CN=1.[C:8]([O:12][C:13](=[O:41])[NH:14][C@H:15]([C@@H:33]1[CH2:37][C@@H:36]([CH2:38][CH3:39])[C:35](=[O:40])[O:34]1)[CH2:16][N:17]1[CH2:22][C:21](=[O:23])[N:20]([C:24]2[CH:29]=[CH:28][CH:27]=[CH:26][C:25]=2[CH3:30])[CH2:19][C:18]1([CH3:32])[CH3:31])([CH3:11])([CH3:10])[CH3:9].[CH3:42][C:43]([CH3:47])([CH3:46])[CH2:44][NH2:45].